This data is from Forward reaction prediction with 1.9M reactions from USPTO patents (1976-2016). The task is: Predict the product of the given reaction. (1) Given the reactants O[N:2]1C(=O)C2=CC=CC=C2C1=O.[OH:13][CH2:14][CH2:15][C:16]1[CH:23]=[CH:22][C:19]([C:20]#[N:21])=[CH:18][CH:17]=1, predict the reaction product. The product is: [NH2:2][O:13][CH2:14][CH2:15][C:16]1[CH:23]=[CH:22][C:19]([C:20]#[N:21])=[CH:18][CH:17]=1. (2) Given the reactants Br.[NH2:2][C@H:3]1[CH2:7][CH2:6][N:5]([C@H:8]2[CH2:13][CH2:12][C@@H:11]([N:14]([CH:16]([CH3:18])[CH3:17])[CH3:15])[CH2:10][C@H:9]2[CH2:19][CH3:20])[C:4]1=[O:21].C(N(CC)CC)C.Cl[C:30]1[C:39]2[C:34](=[CH:35][CH:36]=[C:37]([C:40]([F:43])([F:42])[F:41])[CH:38]=2)[N:33]=[CH:32][N:31]=1, predict the reaction product. The product is: [CH2:19]([C@@H:9]1[CH2:10][C@H:11]([N:14]([CH:16]([CH3:17])[CH3:18])[CH3:15])[CH2:12][CH2:13][C@@H:8]1[N:5]1[CH2:6][CH2:7][C@H:3]([NH:2][C:30]2[C:39]3[C:34](=[CH:35][CH:36]=[C:37]([C:40]([F:42])([F:43])[F:41])[CH:38]=3)[N:33]=[CH:32][N:31]=2)[C:4]1=[O:21])[CH3:20]. (3) Given the reactants [Cl:1][C:2]1[CH:3]=[N:4][C:5]2[N:6]([N:8]=[C:9]([C:11]([OH:13])=O)[CH:10]=2)[CH:7]=1.[CH2:14]([O:16][C:17]([C:19]1[N:23]2[CH2:24][CH2:25][NH:26][CH2:27][C:22]2=[N:21][N:20]=1)=[O:18])[CH3:15], predict the reaction product. The product is: [CH2:14]([O:16][C:17]([C:19]1[N:23]2[CH2:24][CH2:25][N:26]([C:11]([C:9]3[CH:10]=[C:5]4[N:4]=[CH:3][C:2]([Cl:1])=[CH:7][N:6]4[N:8]=3)=[O:13])[CH2:27][C:22]2=[N:21][N:20]=1)=[O:18])[CH3:15]. (4) Given the reactants Cl[C:2]1[C:11]2[C:6](=[CH:7][C:8]([O:14][CH2:15][CH2:16][CH2:17][N:18]3[CH2:22][CH2:21][CH2:20][CH2:19]3)=[C:9]([O:12][CH3:13])[CH:10]=2)[N:5]=[CH:4][N:3]=1.C(=O)([O-])[O-].[K+].[K+].[OH:29][C:30]1[CH:31]=[C:32]2[C:36](=[CH:37][CH:38]=1)[N:35]([CH3:39])[CH:34]=[CH:33]2, predict the reaction product. The product is: [CH3:13][O:12][C:9]1[CH:10]=[C:11]2[C:6](=[CH:7][C:8]=1[O:14][CH2:15][CH2:16][CH2:17][N:18]1[CH2:22][CH2:21][CH2:20][CH2:19]1)[N:5]=[CH:4][N:3]=[C:2]2[O:29][C:30]1[CH:31]=[C:32]2[C:36](=[CH:37][CH:38]=1)[N:35]([CH3:39])[CH:34]=[CH:33]2. (5) Given the reactants Br[C:2]1[CH:3]=[C:4]([NH:10][C@H:11]([CH2:15][CH:16]2[CH2:18][CH2:17]2)[C:12]([NH2:14])=[O:13])[CH:5]=[N:6][C:7]=1[C:8]#[N:9].Cl.[CH3:20][C:21]1[CH:25]=[C:24]([NH2:26])[S:23][N:22]=1.C([O-])([O-])=O.[K+].[K+].CC1(C)C2C(=C(P(C3C=CC=CC=3)C3C=CC=CC=3)C=CC=2)OC2C(P(C3C=CC=CC=3)C3C=CC=CC=3)=CC=CC1=2, predict the reaction product. The product is: [C:8]([C:7]1[N:6]=[CH:5][C:4]([NH:10][C@H:11]([CH2:15][CH:16]2[CH2:18][CH2:17]2)[C:12]([NH2:14])=[O:13])=[CH:3][C:2]=1[NH:26][C:24]1[S:23][N:22]=[C:21]([CH3:20])[CH:25]=1)#[N:9]. (6) Given the reactants [CH3:1][O:2][C:3]1[CH:8]=[CH:7][C:6]([C:9](=O)[CH2:10][CH2:11][C:12]([OH:14])=[O:13])=[CH:5][CH:4]=1.C(O)(=O)C, predict the reaction product. The product is: [CH3:1][O:2][C:3]1[CH:4]=[CH:5][C:6]([CH2:9][CH2:10][CH2:11][C:12]([OH:14])=[O:13])=[CH:7][CH:8]=1. (7) Given the reactants [CH3:1][N:2]([CH2:4][C:5]1[CH:12]=[C:11]([O:13][CH2:14][CH2:15][CH2:16][CH:17]2[CH2:22][CH2:21][N:20]([CH3:23])[CH2:19][CH2:18]2)[CH:10]=[CH:9][C:6]=1[CH:7]=O)[CH3:3].[Cl:24][C:25]1[CH:30]=[C:29]([NH2:31])[C:28]([NH2:32])=[C:27]([CH3:33])[CH:26]=1, predict the reaction product. The product is: [Cl:24][C:25]1[CH:26]=[C:27]([CH3:33])[C:28]2[N:32]=[C:7]([C:6]3[CH:9]=[CH:10][C:11]([O:13][CH2:14][CH2:15][CH2:16][CH:17]4[CH2:22][CH2:21][N:20]([CH3:23])[CH2:19][CH2:18]4)=[CH:12][C:5]=3[CH2:4][N:2]([CH3:3])[CH3:1])[NH:31][C:29]=2[CH:30]=1.